Dataset: Full USPTO retrosynthesis dataset with 1.9M reactions from patents (1976-2016). Task: Predict the reactants needed to synthesize the given product. (1) Given the product [F:18][C:3]1[CH:4]=[C:5]([N+:15]([O-:17])=[O:16])[C:6]([N:8]2[CH2:13][CH2:12][CH:11]([CH3:14])[CH2:10][CH2:9]2)=[CH:7][C:2]=1[N:23]1[CH2:24][CH2:25][N:20]([CH3:19])[CH2:21][CH2:22]1, predict the reactants needed to synthesize it. The reactants are: Cl[C:2]1[C:3]([F:18])=[CH:4][C:5]([N+:15]([O-:17])=[O:16])=[C:6]([N:8]2[CH2:13][CH2:12][CH:11]([CH3:14])[CH2:10][CH2:9]2)[CH:7]=1.[CH3:19][N:20]1[CH2:25][CH2:24][NH:23][CH2:22][CH2:21]1. (2) The reactants are: [CH3:1][O:2][C:3]1[O:7][C:6]([C:8]2[C:17]3[C:12](=[CH:13][CH:14]=[CH:15][CH:16]=3)[CH:11]=[CH:10][CH:9]=2)=[N:5][C:4]=1[C:18]([OH:20])=O.C(Cl)(=O)C(Cl)=O.CN.C1COCC1.[CH2:34]([N:36](CC)CC)C. Given the product [CH3:1][O:2][C:3]1[O:7][C:6]([C:8]2[C:17]3[C:12](=[CH:13][CH:14]=[CH:15][CH:16]=3)[CH:11]=[CH:10][CH:9]=2)=[N:5][C:4]=1[C:18]([NH:36][CH3:34])=[O:20], predict the reactants needed to synthesize it. (3) Given the product [CH:10]1([N:13]2[CH2:14][CH2:15][CH:16]([NH:19][S:20]([CH2:23][CH2:24][NH:25][C:7]([C:5]3[S:6][C:2]([Cl:1])=[CH:3][CH:4]=3)=[O:9])(=[O:21])=[O:22])[CH2:17][CH2:18]2)[CH2:11][CH2:12]1, predict the reactants needed to synthesize it. The reactants are: [Cl:1][C:2]1[S:6][C:5]([C:7]([OH:9])=O)=[CH:4][CH:3]=1.[CH:10]1([N:13]2[CH2:18][CH2:17][CH:16]([NH:19][S:20]([CH2:23][CH2:24][NH2:25])(=[O:22])=[O:21])[CH2:15][CH2:14]2)[CH2:12][CH2:11]1. (4) Given the product [OH:3][CH2:4][C:5]([O:7][CH2:8][C:9]1[CH:14]=[CH:13][CH:12]=[CH:11][CH:10]=1)=[O:6], predict the reactants needed to synthesize it. The reactants are: [H-].[Na+].[OH:3][CH2:4][C:5]([OH:7])=[O:6].[CH2:8](Br)[C:9]1[CH:14]=[CH:13][CH:12]=[CH:11][CH:10]=1. (5) The reactants are: Cl.[O:2]([NH2:4])[CH3:3].[C:5]([C:7]1[CH:14]=[CH:13][CH:12]=[CH:11][C:8]=1[CH:9]=O)#[N:6].N1C=CC=CC=1. Given the product [CH3:3][O:2][N:4]=[CH:9][C:8]1[CH:11]=[CH:12][CH:13]=[CH:14][C:7]=1[C:5]#[N:6], predict the reactants needed to synthesize it. (6) Given the product [CH3:21][S:20][C:18]1[S:19][C:15]2[CH:14]=[C:13]([CH2:12][N:9]3[C:6]4[CH:7]=[CH:8][C:3]([C:1]#[N:2])=[CH:4][C:5]=4[N:24]=[CH:10]3)[CH:23]=[CH:22][C:16]=2[N:17]=1, predict the reactants needed to synthesize it. The reactants are: [C:1]([C:3]1[CH:8]=[CH:7][C:6]([N:9]([CH2:12][C:13]2[CH:23]=[CH:22][C:16]3[N:17]=[C:18]([S:20][CH3:21])[S:19][C:15]=3[CH:14]=2)[CH:10]=O)=[C:5]([N+:24]([O-])=O)[CH:4]=1)#[N:2].IC1C=CC(N(CC2C=CC3N=C(SC)SC=3C=2)C=O)=C([N+]([O-])=O)C=1.